The task is: Predict the reaction yield, written as a fraction of the theoretical maximum amount of product (1.0 means a 100% yield; for example, 0.34 means a 34% yield).. This data is from Reaction yield outcomes from USPTO patents with 853,638 reactions. (1) The reactants are [CH3:1][C:2]1([CH3:11])[CH2:7][C:6](=[O:8])[CH2:5][C:4]([CH3:10])([CH3:9])[NH:3]1.OO.Cl.[CH:15](=[O:17])C. The catalyst is [Cl-].[Na+].[O-][W]([O-])(=O)=O.[Na+].[Na+]. The product is [CH3:15][O:17][N:3]1[C:4]([CH3:10])([CH3:9])[CH2:5][C:6](=[O:8])[CH2:7][C:2]1([CH3:11])[CH3:1]. The yield is 0.640. (2) The catalyst is CC(N(C)C)=O.C1COCC1. The yield is 0.870. The reactants are [CH3:1][C:2]([O:5][C:6]([NH:8][CH2:9][CH:10]1[CH2:15][CH2:14][CH:13]([C:16]([OH:18])=[O:17])[CH2:12][CH2:11]1)=[O:7])([CH3:4])[CH3:3].[H-].[Na+].[CH3:21]I.[OH-].[Na+]. The product is [C:2]([O:5][C:6]([N:8]([CH2:9][C@H:10]1[CH2:11][CH2:12][C@H:13]([C:16]([OH:18])=[O:17])[CH2:14][CH2:15]1)[CH3:21])=[O:7])([CH3:1])([CH3:3])[CH3:4]. (3) The reactants are [Cl:1][C:2]1[CH:36]=[CH:35][C:5]([CH2:6][C@@H:7]2[C@@H:15]([CH:16]3[CH2:20][CH2:19][CH2:18][CH2:17]3)[C@H:14]([CH3:21])[O:13][C:12](=[O:22])[C@@H:11]([NH:23][C:24](=[O:34])[C:25]3[C:30]([OH:31])=[C:29]([O:32][CH3:33])[CH:28]=[CH:27][N:26]=3)[CH2:10][O:9][CH2:8]2)=[CH:4][CH:3]=1.[CH3:37][O:38][CH2:39][CH2:40][C:41](Cl)=[O:42]. The catalyst is CN(C1C=CN=CC=1)C.C(Cl)Cl. The product is [CH3:37][O:38][CH2:39][CH2:40][C:41]([O:31][C:30]1[C:25]([C:24](=[O:34])[NH:23][C@H:11]2[CH2:10][O:9][CH2:8][C@H:7]([CH2:6][C:5]3[CH:4]=[CH:3][C:2]([Cl:1])=[CH:36][CH:35]=3)[C@@H:15]([CH:16]3[CH2:20][CH2:19][CH2:18][CH2:17]3)[C@H:14]([CH3:21])[O:13][C:12]2=[O:22])=[N:26][CH:27]=[CH:28][C:29]=1[O:32][CH3:33])=[O:42]. The yield is 0.240. (4) The reactants are [CH3:1][O:2][C:3]1[CH:4]=[C:5]([C:9]2[O:10][C:11]([C:15]([OH:17])=O)=[C:12]([CH3:14])[N:13]=2)[CH:6]=[CH:7][CH:8]=1.[N:18]1[CH:23]=[CH:22][CH:21]=[CH:20][C:19]=1[CH2:24][NH:25][CH2:26][C:27]([O:29][CH3:30])=[O:28]. No catalyst specified. The product is [CH3:1][O:2][C:3]1[CH:4]=[C:5]([C:9]2[O:10][C:11]([C:15]([N:25]([CH2:26][C:27]([O:29][CH3:30])=[O:28])[CH2:24][C:19]3[CH:20]=[CH:21][CH:22]=[CH:23][N:18]=3)=[O:17])=[C:12]([CH3:14])[N:13]=2)[CH:6]=[CH:7][CH:8]=1. The yield is 0.460.